From a dataset of Reaction yield outcomes from USPTO patents with 853,638 reactions. Predict the reaction yield, written as a fraction of the theoretical maximum amount of product (1.0 means a 100% yield; for example, 0.34 means a 34% yield). (1) The reactants are [CH3:1][NH2:2].[F:3][C:4]1[CH:9]=[CH:8][C:7]([C:10]2[C:15](/[CH:16]=[CH:17]/[C@@H:18]([OH:26])[CH2:19][C@@H:20]([OH:25])[CH2:21][C:22]([OH:24])=[O:23])=[C:14]([CH:27]([CH3:29])[CH3:28])[N:13]=[C:12]([N:30]([CH3:35])[S:31]([CH3:34])(=[O:33])=[O:32])[N:11]=2)=[CH:6][CH:5]=1. The catalyst is CO. The product is [F:3][C:4]1[CH:9]=[CH:8][C:7]([C:10]2[C:15](/[CH:16]=[CH:17]/[C@@H:18]([OH:26])[CH2:19][C@@H:20]([OH:25])[CH2:21][C:22]([O-:24])=[O:23])=[C:14]([CH:27]([CH3:29])[CH3:28])[N:13]=[C:12]([N:30]([CH3:35])[S:31]([CH3:34])(=[O:33])=[O:32])[N:11]=2)=[CH:6][CH:5]=1.[CH3:1][NH3+:2]. The yield is 0.879. (2) No catalyst specified. The product is [CH2:16]([N:15]1[C:14]2[CH:18]=[CH:19][CH:20]=[CH:21][C:13]=2[NH:12]/[C:11]/1=[C:8](\[C:6]1[C:5]([CH3:22])=[CH:4][N:3]=[C:2]([NH:23][CH2:24][CH2:25][C:26]2[C:34]3[C:29](=[CH:30][CH:31]=[CH:32][CH:33]=3)[NH:28][CH:27]=2)[N:7]=1)/[C:9]#[N:10])[CH3:17]. The reactants are Cl[C:2]1[N:7]=[C:6]([CH:8]([CH:11]2[N:15]([CH2:16][CH3:17])[C:14]3[CH:18]=[CH:19][CH:20]=[CH:21][C:13]=3[NH:12]2)[C:9]#[N:10])[C:5]([CH3:22])=[CH:4][N:3]=1.[NH2:23][CH2:24][CH2:25][C:26]1[C:34]2[C:29](=[CH:30][CH:31]=[CH:32][CH:33]=2)[NH:28][CH:27]=1. The yield is 0.770. (3) The reactants are [CH2:1]([N:8]1[CH2:13][CH2:12][NH:11][CH2:10][C:9]1([CH3:15])[CH3:14])[C:2]1[CH:7]=[CH:6][CH:5]=[CH:4][CH:3]=1.Br[C:17]1[CH:22]=[CH:21][C:20]([F:23])=[CH:19][CH:18]=1.C1(P(C2C=CC=CC=2)C2C=CC3C(=CC=CC=3)C=2C2C3C(=CC=CC=3)C=CC=2P(C2C=CC=CC=2)C2C=CC=CC=2)C=CC=CC=1.CC(C)([O-])C.[Na+]. The catalyst is O1CCOCC1. The product is [CH2:1]([N:8]1[CH2:13][CH2:12][N:11]([C:17]2[CH:22]=[CH:21][C:20]([F:23])=[CH:19][CH:18]=2)[CH2:10][C:9]1([CH3:15])[CH3:14])[C:2]1[CH:3]=[CH:4][CH:5]=[CH:6][CH:7]=1. The yield is 0.628. (4) The reactants are [C:1]([C:4]1[C:22](=[O:23])[C@@:8]2([CH3:24])[C:9]3[C:15]([OH:16])=[CH:14][C:13]([O:17][CH3:18])=[C:12]([C:19]([NH2:21])=[O:20])[C:10]=3[O:11][C:7]2=[CH:6][C:5]=1[OH:25])(=[O:3])[CH3:2].[CH2:26]([O:30][C:31]1[C:40]2[C:35](=[CH:36][CH:37]=[CH:38][CH:39]=2)[C:34]([CH:41]=O)=[CH:33][CH:32]=1)[C:27]#[C:28][CH3:29].C([SiH](CC)CC)C.FC(F)(F)C(O)=O. The catalyst is C(#N)C. The product is [C:1]([C:4]1[C:22](=[O:23])[C@@:8]2([CH3:24])[C:9]3[C:15]([OH:16])=[CH:14][C:13]([O:17][CH3:18])=[C:12]([C:19]([NH:21][CH2:41][C:34]4[C:35]5[C:40](=[CH:39][CH:38]=[CH:37][CH:36]=5)[C:31]([O:30][CH2:26][C:27]#[C:28][CH3:29])=[CH:32][CH:33]=4)=[O:20])[C:10]=3[O:11][C:7]2=[CH:6][C:5]=1[OH:25])(=[O:3])[CH3:2]. The yield is 0.680. (5) The reactants are [NH2:1][C:2]1[CH:16]=[CH:15][C:5]([C:6]([N:8]([CH2:10][CH2:11][N:12]([CH3:14])[CH3:13])[CH3:9])=[O:7])=[CH:4][CH:3]=1.[Br:17][C:18]1[CH:23]=[CH:22][C:21]([N:24]=[C:25]=[O:26])=[CH:20][CH:19]=1. The catalyst is C(Cl)Cl. The product is [Br:17][C:18]1[CH:23]=[CH:22][C:21]([NH:24][C:25](=[O:26])[NH:1][C:2]2[CH:16]=[CH:15][C:5]([C:6]([N:8]([CH2:10][CH2:11][N:12]([CH3:13])[CH3:14])[CH3:9])=[O:7])=[CH:4][CH:3]=2)=[CH:20][CH:19]=1. The yield is 0.670. (6) The reactants are [Cl:1][C:2]1[N:11]=[CH:10][C:9]2[C:4](=[CH:5][CH:6]=[C:7]([OH:12])[CH:8]=2)[N:3]=1.[Br:13]N1C(=O)CCC1=O. The catalyst is C(Cl)(Cl)Cl. The product is [Cl:1][C:2]1[N:11]=[CH:10][C:9]2[C:4](=[CH:5][CH:6]=[C:7]([OH:12])[C:8]=2[Br:13])[N:3]=1. The yield is 1.00. (7) The reactants are C[O:2][C:3](=[O:23])[CH:4]([C:12]1[CH:17]=[CH:16][C:15]([S:18]([CH3:21])(=[O:20])=[O:19])=[C:14]([Cl:22])[CH:13]=1)[CH2:5][C@H:6]1[CH2:11][CH2:10][CH2:9][S:8][CH2:7]1.[OH-].[Li+]. The catalyst is CO. The product is [Cl:22][C:14]1[CH:13]=[C:12]([CH:4]([CH2:5][C@H:6]2[CH2:11][CH2:10][CH2:9][S:8][CH2:7]2)[C:3]([OH:23])=[O:2])[CH:17]=[CH:16][C:15]=1[S:18]([CH3:21])(=[O:20])=[O:19]. The yield is 0.955.